This data is from Full USPTO retrosynthesis dataset with 1.9M reactions from patents (1976-2016). The task is: Predict the reactants needed to synthesize the given product. Given the product [ClH:36].[OH:47][C@H:44]1[CH2:45][CH2:46][N:42]([CH2:41][C@@H:40]([N:39]([CH3:38])[C:14](=[O:16])[CH2:13][C:10]2[CH:9]=[CH:8][C:7]([CH2:6][NH:5][S:2]([CH3:1])(=[O:3])=[O:4])=[CH:12][CH:11]=2)[C:48]2[CH:53]=[CH:52][CH:51]=[CH:50][CH:49]=2)[CH2:43]1, predict the reactants needed to synthesize it. The reactants are: [CH3:1][S:2]([NH:5][CH2:6][C:7]1[CH:12]=[CH:11][C:10]([CH2:13][C:14]([OH:16])=O)=[CH:9][CH:8]=1)(=[O:4])=[O:3].C(OC(NCC1C=CC=CC=1CC(O)=O)=O)(C)(C)C.[ClH:36].Cl.[CH3:38][NH:39][C@@H:40]([C:48]1[CH:53]=[CH:52][CH:51]=[CH:50][CH:49]=1)[CH2:41][N:42]1[CH2:46][CH2:45][C@H:44]([OH:47])[CH2:43]1.CN[C@@H](C1C=CC=CC=1)CN1CCCC1.C(N(C(C)C)CC)(C)C.Cl.